From a dataset of Catalyst prediction with 721,799 reactions and 888 catalyst types from USPTO. Predict which catalyst facilitates the given reaction. (1) Reactant: C(OC(=O)[NH:7][CH:8]([C:13](=[O:25])[NH:14][CH:15]1[C:23]2[C:18](=[CH:19][CH:20]=[CH:21][CH:22]=2)[CH2:17][CH:16]1[OH:24])[C:9]([CH3:12])([CH3:11])[CH3:10])(C)(C)C.C1(C)C=CC=CC=1. Product: [NH2:7][CH:8]([C:9]([CH3:12])([CH3:11])[CH3:10])[C:13]([NH:14][CH:15]1[C:23]2[C:18](=[CH:19][CH:20]=[CH:21][CH:22]=2)[CH2:17][CH:16]1[OH:24])=[O:25]. The catalyst class is: 157. (2) Reactant: [C:1]([O:5][C:6]([N:8]1[CH2:13][CH2:12][CH:11]([CH2:14][C:15](O)=[O:16])[CH2:10][CH2:9]1)=[O:7])([CH3:4])([CH3:3])[CH3:2].B#B.[H][H].Cl.[OH-].[Na+]. Product: [C:1]([O:5][C:6]([N:8]1[CH2:13][CH2:12][CH:11]([CH2:14][CH2:15][OH:16])[CH2:10][CH2:9]1)=[O:7])([CH3:4])([CH3:3])[CH3:2]. The catalyst class is: 1. (3) Reactant: [OH:1][CH:2]1[O:10][C@H:9]([CH2:11][OH:12])[C@H:7]([OH:8])[C@H:5]([OH:6])[C@H:3]1[NH2:4].[C:13]([O:16]C(=O)C)(=[O:15])[CH3:14]. Product: [C:2]([OH:10])(=[O:1])[CH3:3].[C:13]([OH:16])(=[O:15])[CH3:14].[C:2]([OH:10])(=[O:1])[CH3:3].[C:2]([OH:10])(=[O:1])[CH3:3].[C:2]([OH:10])(=[O:1])[CH3:3].[OH:1][CH:2]1[O:10][C@H:9]([CH2:11][OH:12])[C@H:7]([OH:8])[C@H:5]([OH:6])[C@H:3]1[NH2:4]. The catalyst class is: 17.